From a dataset of Catalyst prediction with 721,799 reactions and 888 catalyst types from USPTO. Predict which catalyst facilitates the given reaction. (1) Reactant: [C:9](O[C:9]([O:11][C:12]([CH3:15])([CH3:14])[CH3:13])=[O:10])([O:11][C:12]([CH3:15])([CH3:14])[CH3:13])=[O:10].[CH2:16]([N:23]1[CH2:28][CH2:27][C:26]([CH2:30][NH2:31])([CH3:29])[CH2:25][CH2:24]1)[C:17]1[CH:22]=[CH:21][CH:20]=[CH:19][CH:18]=1. Product: [CH2:16]([N:23]1[CH2:28][CH2:27][C:26]([CH2:30][NH:31][C:9](=[O:10])[O:11][C:12]([CH3:13])([CH3:14])[CH3:15])([CH3:29])[CH2:25][CH2:24]1)[C:17]1[CH:22]=[CH:21][CH:20]=[CH:19][CH:18]=1. The catalyst class is: 1. (2) Reactant: [Cl:1][C:2]1[CH:7]=[CH:6][C:5]([S:8]([CH:11]([C:17]2[CH:22]=[C:21]([F:23])[CH:20]=[CH:19][C:18]=2[F:24])[CH:12]([CH3:16])[CH2:13][C:14]#[N:15])(=[O:10])=[O:9])=[CH:4][CH:3]=1.B. Product: [Cl:1][C:2]1[CH:3]=[CH:4][C:5]([S:8]([CH:11]([C:17]2[CH:22]=[C:21]([F:23])[CH:20]=[CH:19][C:18]=2[F:24])[CH:12]([CH3:16])[CH2:13][CH2:14][NH2:15])(=[O:10])=[O:9])=[CH:6][CH:7]=1. The catalyst class is: 1. (3) Reactant: [CH2:1]([O:3][C:4]([N:6]1[CH2:11][CH2:10][N:9]([C:12](=[O:51])[C@@H:13]([NH:23][C:24]([C:26]2[CH:30]=[C:29]([O:31][CH2:32][C:33]([O:35]CC3C=CC=CC=3)=[O:34])[N:28]([C:43]3[CH:48]=[CH:47][C:46]([F:49])=[C:45]([F:50])[CH:44]=3)[N:27]=2)=[O:25])[CH2:14][CH2:15][C:16]([O:18][C:19]([CH3:22])([CH3:21])[CH3:20])=[O:17])[CH2:8][CH2:7]1)=[O:5])[CH3:2]. Product: [CH2:1]([O:3][C:4]([N:6]1[CH2:11][CH2:10][N:9]([C:12](=[O:51])[C@@H:13]([NH:23][C:24]([C:26]2[CH:30]=[C:29]([O:31][CH2:32][C:33]([OH:35])=[O:34])[N:28]([C:43]3[CH:48]=[CH:47][C:46]([F:49])=[C:45]([F:50])[CH:44]=3)[N:27]=2)=[O:25])[CH2:14][CH2:15][C:16]([O:18][C:19]([CH3:22])([CH3:21])[CH3:20])=[O:17])[CH2:8][CH2:7]1)=[O:5])[CH3:2]. The catalyst class is: 13. (4) Reactant: [Cl:1][C:2]1[N:7]2[N:8]=[C:9]([C:12]3[CH:17]=[CH:16][CH:15]=[C:14]([Cl:18])[CH:13]=3)[C:10]([CH3:11])=[C:6]2[N:5]=[C:4]([CH3:19])[C:3]=1[CH:20]([OH:26])[C:21]([O:23][CH2:24][CH3:25])=[O:22].CC(OI1(OC(C)=O)(OC(C)=O)OC(=O)C2C=CC=CC1=2)=O. Product: [Cl:1][C:2]1[N:7]2[N:8]=[C:9]([C:12]3[CH:17]=[CH:16][CH:15]=[C:14]([Cl:18])[CH:13]=3)[C:10]([CH3:11])=[C:6]2[N:5]=[C:4]([CH3:19])[C:3]=1[C:20](=[O:26])[C:21]([O:23][CH2:24][CH3:25])=[O:22]. The catalyst class is: 91. (5) Reactant: [NH2:1][CH:2]([CH:6]1[CH2:8][CH2:7]1)[CH2:3][CH2:4][OH:5].[CH:9]([C:11]1[C:19]2[C:18]([C:20]([O:22][CH3:23])=[O:21])=[CH:17][CH:16]=[N:15][C:14]=2[N:13]([C:24]([O:26][C:27]([CH3:30])([CH3:29])[CH3:28])=[O:25])[CH:12]=1)=O.C([BH3-])#N.[Na+]. Product: [CH:6]1([CH:2]([NH:1][CH2:9][C:11]2[C:19]3[C:18]([C:20]([O:22][CH3:23])=[O:21])=[CH:17][CH:16]=[N:15][C:14]=3[N:13]([C:24]([O:26][C:27]([CH3:30])([CH3:29])[CH3:28])=[O:25])[CH:12]=2)[CH2:3][CH2:4][OH:5])[CH2:8][CH2:7]1. The catalyst class is: 467. (6) Reactant: [OH:1][CH:2]1[CH2:7][CH2:6][CH:5]([N:8]([CH3:16])[C:9](=[O:15])[O:10][C:11]([CH3:14])([CH3:13])[CH3:12])[CH2:4][CH2:3]1.[H-].[Na+].Cl[C:20]1[C:21]2[N:28]=[C:27]([CH2:29][CH3:30])[S:26][C:22]=2[N:23]=[CH:24][N:25]=1. Product: [CH2:29]([C:27]1[S:26][C:22]2[N:23]=[CH:24][N:25]=[C:20]([O:1][CH:2]3[CH2:7][CH2:6][CH:5]([N:8]([CH3:16])[C:9](=[O:15])[O:10][C:11]([CH3:12])([CH3:13])[CH3:14])[CH2:4][CH2:3]3)[C:21]=2[N:28]=1)[CH3:30]. The catalyst class is: 1. (7) Reactant: [CH:1]1([CH2:4][O:5][C:6]2[C:14]([C:15]3[C:23]4[C:18](=[C:19]([O:24]C)[N:20]=[CH:21][CH:22]=4)[N:17]([CH3:26])[CH:16]=3)=[C:13]3[C:9]([CH:10]=[CH:11][NH:12]3)=[CH:8][CH:7]=2)[CH2:3][CH2:2]1.Cl.C(=O)(O)[O-].[Na+]. Product: [CH:1]1([CH2:4][O:5][C:6]2[C:14]([C:15]3[C:23]4[CH:22]=[CH:21][NH:20][C:19](=[O:24])[C:18]=4[N:17]([CH3:26])[CH:16]=3)=[C:13]3[C:9]([CH:10]=[CH:11][NH:12]3)=[CH:8][CH:7]=2)[CH2:2][CH2:3]1. The catalyst class is: 12. (8) Reactant: [CH3:1][C:2]1[CH:7]=[CH:6][C:5]([NH2:8])=[CH:4][C:3]=1[NH2:9].C(N(CC)CC)C.[C:17](O[C:17]([O:19][C:20]([CH3:23])([CH3:22])[CH3:21])=[O:18])([O:19][C:20]([CH3:23])([CH3:22])[CH3:21])=[O:18]. Product: [C:20]([O:19][C:17](=[O:18])[NH:8][C:5]1[CH:6]=[CH:7][C:2]([CH3:1])=[C:3]([NH2:9])[CH:4]=1)([CH3:23])([CH3:22])[CH3:21]. The catalyst class is: 5.